Task: Predict the reactants needed to synthesize the given product.. Dataset: Full USPTO retrosynthesis dataset with 1.9M reactions from patents (1976-2016) Given the product [NH2:32][CH2:31][C@H:28]1[CH2:29][CH2:30][C@H:25]([NH:24][C:5]2[CH:4]=[C:3]([C:9]3[CH:10]=[N:11][CH:12]=[C:13]([NH:15][CH2:16][C:17]4[CH:22]=[CH:21][CH:20]=[C:19]([F:23])[CH:18]=4)[CH:14]=3)[C:2]([Cl:1])=[CH:7][N:6]=2)[CH2:26][CH2:27]1, predict the reactants needed to synthesize it. The reactants are: [Cl:1][C:2]1[C:3]([C:9]2[CH:10]=[N:11][CH:12]=[C:13]([NH:15][CH2:16][C:17]3[CH:22]=[CH:21][CH:20]=[C:19]([F:23])[CH:18]=3)[CH:14]=2)=[CH:4][C:5](F)=[N:6][CH:7]=1.[NH2:24][C@H:25]1[CH2:30][CH2:29][C@H:28]([CH2:31][NH:32]C(=O)OC(C)(C)C)[CH2:27][CH2:26]1.Cl.O1CCOCC1.